Dataset: Catalyst prediction with 721,799 reactions and 888 catalyst types from USPTO. Task: Predict which catalyst facilitates the given reaction. (1) Reactant: [Br:1]N1C(=O)CCC1=O.[CH3:9][N:10]1[N:14]=[C:13]([CH3:15])[C:12]([CH3:16])=[N+:11]1[O-:17]. Product: [Br:1][CH2:16][C:12]1[C:13]([CH3:15])=[N:14][N:10]([CH3:9])[N+:11]=1[O-:17]. The catalyst class is: 53. (2) Reactant: [NH2:1][C:2]1[N:10]=[CH:9][CH:8]=[CH:7][C:3]=1[C:4]([OH:6])=O.[F:11][C:12]1[CH:19]=[CH:18][CH:17]=[CH:16][C:13]=1[CH2:14][NH2:15].CN([P+](ON1N=NC2C=CC=CC1=2)(N(C)C)N(C)C)C.F[P-](F)(F)(F)(F)F.C(N(CC)CC)C. Product: [F:11][C:12]1[CH:19]=[CH:18][CH:17]=[CH:16][C:13]=1[CH2:14][NH:15][C:4](=[O:6])[C:3]1[CH:7]=[CH:8][CH:9]=[N:10][C:2]=1[NH2:1]. The catalyst class is: 136. (3) The catalyst class is: 8. Product: [CH3:1][O:2][C:3]1[CH:10]=[CH:9][C:6]([CH2:7][S:16]([CH3:15])(=[O:18])=[O:17])=[CH:5][C:4]=1[NH2:11]. Reactant: [CH3:1][O:2][C:3]1[CH:10]=[CH:9][C:6]([CH2:7]Cl)=[CH:5][C:4]=1[N+:11]([O-])=O.[Na+].[CH3:15][S:16]([O-:18])=[O:17].O.